Dataset: Catalyst prediction with 721,799 reactions and 888 catalyst types from USPTO. Task: Predict which catalyst facilitates the given reaction. Reactant: NC1C=CNN=1.O/[CH:8]=[C:9]1\[C:10](=[O:18])[NH:11][C:12]2[C:17]\1=[CH:16][CH:15]=[CH:14][CH:13]=2.[CH2:19]([O:21][C:22]1[CH:27]=[CH:26][C:25]([C:28]2[CH:29]=[C:30]([NH2:33])[NH:31][N:32]=2)=[CH:24][CH:23]=1)[CH3:20]. Product: [CH2:19]([O:21][C:22]1[CH:27]=[CH:26][C:25]([C:28]2[CH:29]=[C:30]([NH:33][CH:8]=[C:9]3[C:17]4[C:12](=[CH:13][CH:14]=[CH:15][CH:16]=4)[NH:11][C:10]3=[O:18])[NH:31][N:32]=2)=[CH:24][CH:23]=1)[CH3:20]. The catalyst class is: 7.